From a dataset of Full USPTO retrosynthesis dataset with 1.9M reactions from patents (1976-2016). Predict the reactants needed to synthesize the given product. (1) Given the product [C:20]([O:24][C:25](=[O:26])[NH:27][C:28]1[N:33]=[CH:32][C:31]([C:34](=[O:35])[NH:19][CH2:18][CH:15]2[CH2:14][CH2:13][N:12]([S:9]([CH2:8][CH2:7][C:1]3[CH:6]=[CH:5][CH:4]=[CH:3][CH:2]=3)(=[O:10])=[O:11])[CH2:17][CH2:16]2)=[CH:30][N:29]=1)([CH3:23])([CH3:21])[CH3:22], predict the reactants needed to synthesize it. The reactants are: [C:1]1([CH2:7][CH2:8][S:9]([N:12]2[CH2:17][CH2:16][CH:15]([CH2:18][NH2:19])[CH2:14][CH2:13]2)(=[O:11])=[O:10])[CH:6]=[CH:5][CH:4]=[CH:3][CH:2]=1.[C:20]([O:24][C:25]([NH:27][C:28]1[N:33]=[CH:32][C:31]([C:34](O)=[O:35])=[CH:30][N:29]=1)=[O:26])([CH3:23])([CH3:22])[CH3:21]. (2) Given the product [C:25]([CH2:26][NH:27][C:18]([C:17]1[CH:16]=[C:15]([C:13]2[C:14]3[C:6]([C:4]([O:3][CH2:1][CH3:2])=[O:5])=[CH:7][NH:8][C:9]=3[N:10]=[CH:11][N:12]=2)[CH:23]=[CH:22][CH:21]=1)=[O:20])#[N:24], predict the reactants needed to synthesize it. The reactants are: [CH2:1]([O:3][C:4]([C:6]1[C:14]2[C:13]([C:15]3[CH:16]=[C:17]([CH:21]=[CH:22][CH:23]=3)[C:18]([OH:20])=O)=[N:12][CH:11]=[N:10][C:9]=2[NH:8][CH:7]=1)=[O:5])[CH3:2].[NH2:24][CH2:25][C:26]#[N:27].CN(C(ON1N=NC2C=CC=NC1=2)=[N+](C)C)C.F[P-](F)(F)(F)(F)F.CCN(C(C)C)C(C)C. (3) Given the product [Br:3][C:4]1[CH:9]=[CH:8][CH:7]=[CH:6][C:5]=1[S:10]([C:13]1([C:18]([NH2:19])=[O:21])[CH2:17][CH2:16][CH2:15][CH2:14]1)(=[O:12])=[O:11], predict the reactants needed to synthesize it. The reactants are: OO.[Br:3][C:4]1[CH:9]=[CH:8][CH:7]=[CH:6][C:5]=1[S:10]([C:13]1([C:18]#[N:19])[CH2:17][CH2:16][CH2:15][CH2:14]1)(=[O:12])=[O:11].C([O-])([O-])=[O:21].[K+].[K+].CS(C)=O. (4) Given the product [OH:14][C:8]1[CH:7]=[C:6]2[C:11]([C:12](=[O:13])[CH:3]=[CH:4][O:5]2)=[CH:10][CH:9]=1, predict the reactants needed to synthesize it. The reactants are: C([C:3]1[C:12](=[O:13])[C:11]2[C:6](=[CH:7][C:8]([OH:14])=[CH:9][CH:10]=2)[O:5][CH:4]=1)=O.C([O-])([O-])=O.[K+].[K+].Cl. (5) Given the product [CH:1]1([C:7]2[CH:12]=[CH:11][N:10]=[C:9]([C:13]3[C:17]4[C:18]([NH:22][CH:23]([CH3:25])[CH3:24])=[N:19][CH:20]=[CH:21][C:16]=4[NH:15][N:14]=3)[CH:8]=2)[CH2:2][CH2:3][CH2:4][CH2:5][CH2:6]1, predict the reactants needed to synthesize it. The reactants are: [C:1]1([C:7]2[CH:12]=[CH:11][N:10]=[C:9]([C:13]3[C:17]4[C:18]([NH:22][CH:23]([CH3:25])[CH3:24])=[N:19][CH:20]=[CH:21][C:16]=4[N:15](CC4C=CC(OC)=CC=4)[N:14]=3)[CH:8]=2)[CH2:6][CH2:5][CH2:4][CH2:3][CH:2]=1.ClC1C=CN=C(C2C3C(NC(C)C)=NC=CC=3N(CC3C=CC(OC)=CC=3)N=2)C=1.C1(B2OC(C)(C)C(C)(C)O2)CCCC=C1.C([O-])([O-])=O.[Na+].[Na+]. (6) Given the product [CH3:27][O:26][C:21]1[CH:22]=[CH:23][CH:24]=[CH:25][C:20]=1[CH2:19][O:18][CH2:17][CH2:16][CH2:15][O:14][C:11]1[CH:12]=[CH:13][C:8]([CH:7]2[CH2:6][CH2:5][N:4]([C:28]([O:30][C:31]([CH3:34])([CH3:33])[CH3:32])=[O:29])[CH2:3][CH:2]2[O:1][CH2:36][C:37]2[CH:45]=[C:44]3[C:40]([CH:41]=[N:42][N:43]3[CH2:46][CH2:47][CH2:48][O:49][CH3:50])=[CH:39][CH:38]=2)=[CH:9][CH:10]=1, predict the reactants needed to synthesize it. The reactants are: [OH:1][CH:2]1[CH:7]([C:8]2[CH:13]=[CH:12][C:11]([O:14][CH2:15][CH2:16][CH2:17][O:18][CH2:19][C:20]3[CH:25]=[CH:24][CH:23]=[CH:22][C:21]=3[O:26][CH3:27])=[CH:10][CH:9]=2)[CH2:6][CH2:5][N:4]([C:28]([O:30][C:31]([CH3:34])([CH3:33])[CH3:32])=[O:29])[CH2:3]1.Cl[CH2:36][C:37]1[CH:45]=[C:44]2[C:40]([CH:41]=[N:42][N:43]2[CH2:46][CH2:47][CH2:48][O:49][CH3:50])=[CH:39][CH:38]=1.